Dataset: Catalyst prediction with 721,799 reactions and 888 catalyst types from USPTO. Task: Predict which catalyst facilitates the given reaction. (1) Reactant: CS(Cl)(=O)=O.[Br:6][C:7]1[CH:12]=[CH:11][C:10]([C:13]2[O:14][C:15]([CH3:21])=[C:16]([CH2:18][CH2:19]O)[N:17]=2)=[CH:9][CH:8]=1.C([N:24]([CH2:27][CH3:28])[CH2:25]C)C.BrC1C=CC(C2OC(C)=C(CCOS(C)(=O)=O)N=2)=CC=1.N1CCC1. Product: [N:24]1([CH2:19][CH2:18][C:16]2[N:17]=[C:13]([C:10]3[CH:11]=[CH:12][C:7]([Br:6])=[CH:8][CH:9]=3)[O:14][C:15]=2[CH3:21])[CH2:25][CH2:28][CH2:27]1. The catalyst class is: 489. (2) Reactant: [C:1]([C:3]1[CH:4]=[C:5]([CH3:12])[C:6]([C:9](O)=[O:10])=[N:7][CH:8]=1)#[N:2].C(Cl)(=O)C([Cl:16])=O.CN(C)C=O. Product: [C:1]([C:3]1[CH:4]=[C:5]([CH3:12])[C:6]([C:9]([Cl:16])=[O:10])=[N:7][CH:8]=1)#[N:2]. The catalyst class is: 4. (3) Reactant: [NH:1]1[CH2:6][CH2:5][CH2:4][CH2:3][C:2]1=[O:7].C([Li])CCC.Cl[CH2:14][C:15]1[N:24]=[C:23]([N:25]([C:27]2[CH:32]=[CH:31][C:30]([O:33][CH3:34])=[CH:29][CH:28]=2)[CH3:26])[C:22]2[C:17](=[CH:18][CH:19]=[CH:20][CH:21]=2)[N:16]=1. Product: [CH3:34][O:33][C:30]1[CH:29]=[CH:28][C:27]([N:25]([CH3:26])[C:23]2[C:22]3[C:17](=[CH:18][CH:19]=[CH:20][CH:21]=3)[N:16]=[C:15]([CH2:14][N:1]3[CH2:6][CH2:5][CH2:4][CH2:3][C:2]3=[O:7])[N:24]=2)=[CH:32][CH:31]=1. The catalyst class is: 1. (4) Reactant: [C:1]([O:7][CH2:8][CH2:9][C@@H:10]1[O:63][C@@H:14]2[C@H:15]([O:45][Si:46]([C:59]([CH3:62])([CH3:61])[CH3:60])([C:53]3[CH:58]=[CH:57][CH:56]=[CH:55][CH:54]=3)[C:47]3[CH:52]=[CH:51][CH:50]=[CH:49][CH:48]=3)[C@@H:16]3[O:21][C@H:20]([CH2:22][CH:23]([OH:26])[CH:24]=[CH2:25])[C@H:19]([O:27][Si:28]([C:41]([CH3:44])([CH3:43])[CH3:42])([C:35]4[CH:40]=[CH:39][CH:38]=[CH:37][CH:36]=4)[C:29]4[CH:34]=[CH:33][CH:32]=[CH:31][CH:30]=4)[C@@H:17]3[O:18][C@H:13]2[CH2:12][CH2:11]1)(=[O:6])[C:2]([CH3:5])([CH3:4])[CH3:3].N1C=CN=C1.Cl[Si:70]([CH2:75][CH3:76])([CH2:73][CH3:74])[CH2:71][CH3:72]. The catalyst class is: 112. Product: [C:1]([O:7][CH2:8][CH2:9][C@@H:10]1[O:63][C@@H:14]2[C@H:15]([O:45][Si:46]([C:59]([CH3:62])([CH3:61])[CH3:60])([C:47]3[CH:52]=[CH:51][CH:50]=[CH:49][CH:48]=3)[C:53]3[CH:54]=[CH:55][CH:56]=[CH:57][CH:58]=3)[C@@H:16]3[O:21][C@H:20]([CH2:22][CH:23]([O:26][Si:70]([CH2:75][CH3:76])([CH2:73][CH3:74])[CH2:71][CH3:72])[CH:24]=[CH2:25])[C@H:19]([O:27][Si:28]([C:41]([CH3:44])([CH3:43])[CH3:42])([C:35]4[CH:36]=[CH:37][CH:38]=[CH:39][CH:40]=4)[C:29]4[CH:30]=[CH:31][CH:32]=[CH:33][CH:34]=4)[C@@H:17]3[O:18][C@H:13]2[CH2:12][CH2:11]1)(=[O:6])[C:2]([CH3:3])([CH3:4])[CH3:5].